From a dataset of CYP2D6 inhibition data for predicting drug metabolism from PubChem BioAssay. Regression/Classification. Given a drug SMILES string, predict its absorption, distribution, metabolism, or excretion properties. Task type varies by dataset: regression for continuous measurements (e.g., permeability, clearance, half-life) or binary classification for categorical outcomes (e.g., BBB penetration, CYP inhibition). Dataset: cyp2d6_veith. (1) The molecule is O=C(Nn1cc(C(=O)N2CCN(c3ccccc3F)CC2)c2ccccc2c1=O)c1cnccn1. The result is 0 (non-inhibitor). (2) The molecule is CC(C)NP(=O)(NC(C)C)OP(=O)(NC(C)C)NC(C)C. The result is 0 (non-inhibitor). (3) The compound is COc1ccc(C/C(N)=N/OC(=O)Cc2ccccc2)cc1OC. The result is 0 (non-inhibitor). (4) The drug is CCOC(=O)c1cccc(C(=O)OCC)n1. The result is 0 (non-inhibitor). (5) The drug is CN1C[C@H](CO)C=C2c3cccc4[nH]cc(c34)C[C@@H]21. The result is 1 (inhibitor). (6) The molecule is O=C(Oc1c(Cl)cc(Cl)c2ccccc12)N1CCCC1. The result is 0 (non-inhibitor). (7) The drug is CC(C)(C)Nc1nc(N2CCCC2)nc(N2CCCC2)n1. The result is 1 (inhibitor). (8) The drug is CC(=O)Nc1ccc2c(c1)/C(=C/c1ccc([N+](C)(C)C)cc1)c1ccccc1-2. The result is 0 (non-inhibitor).